From a dataset of Full USPTO retrosynthesis dataset with 1.9M reactions from patents (1976-2016). Predict the reactants needed to synthesize the given product. (1) Given the product [NH2:36][C@H:23]1[C@H:24]([OH:28])[C@@H:25]([CH3:27])[CH2:26][N:21]([C:20]2[CH:19]=[CH:18][N:17]=[CH:16][C:15]=2[NH:14][C:12]([C:8]2[CH:7]=[CH:6][C:5]3[C:10](=[CH:11][C:2]([C:48]4[CH:47]=[N:46][N:45]([CH3:44])[CH:49]=4)=[CH:3][CH:4]=3)[N:9]=2)=[O:13])[CH2:22]1, predict the reactants needed to synthesize it. The reactants are: Br[C:2]1[CH:11]=[C:10]2[C:5]([CH:6]=[CH:7][C:8]([C:12]([NH:14][C:15]3[CH:16]=[N:17][CH:18]=[CH:19][C:20]=3[N:21]3[CH2:26][C@H:25]([CH3:27])[C@@H:24]([O:28][Si](C(C)(C)C)(C)C)[C@H:23]([NH:36]C(=O)OC(C)(C)C)[CH2:22]3)=[O:13])=[N:9]2)=[CH:4][CH:3]=1.[CH3:44][N:45]1[CH:49]=[C:48](B(O)O)[CH:47]=[N:46]1.CCN(C(C)C)C(C)C.N#N. (2) Given the product [CH2:10]([C:3]1[CH:4]=[C:5]([CH:8]=[CH:9][C:2]=1[I:17])[C:6]#[N:7])[CH3:11], predict the reactants needed to synthesize it. The reactants are: N[C:2]1[CH:9]=[CH:8][C:5]([C:6]#[N:7])=[CH:4][C:3]=1[CH2:10][CH3:11].Cl.N([O-])=O.[Na+].[I-:17].[K+]. (3) Given the product [ClH:41].[F:1][C:2]1[C:3]([CH2:25][NH:26][CH3:27])=[CH:4][N:5]([S:14]([C:17]2[CH:22]=[CH:21][CH:20]=[C:19]([O:23][CH3:24])[CH:18]=2)(=[O:15])=[O:16])[C:6]=1[C:7]1[C:8]([F:13])=[N:9][CH:10]=[CH:11][CH:12]=1, predict the reactants needed to synthesize it. The reactants are: [F:1][C:2]1[C:3]([CH2:25][N:26](C)[C:27](=O)OC(C)(C)C)=[CH:4][N:5]([S:14]([C:17]2[CH:22]=[CH:21][CH:20]=[C:19]([O:23][CH3:24])[CH:18]=2)(=[O:16])=[O:15])[C:6]=1[C:7]1[C:8]([F:13])=[N:9][CH:10]=[CH:11][CH:12]=1.C(OCC)(=O)C.[ClH:41]. (4) Given the product [CH3:47][O:46][C:43]1[CH:42]=[CH:41][C:40]([CH2:39][N:8]([CH2:7][C:6]2[CH:48]=[CH:49][C:3]([O:2][CH3:1])=[CH:4][CH:5]=2)[C:9]2[N:14]=[CH:13][C:12]([C:15]3[C:16]4[CH2:29][CH2:28][N:27]([C:30]5[CH:31]=[CH:32][C:33]([C:34]([N:59]6[CH2:60][CH2:61][N:56]([C:53]7[CH:54]=[CH:55][N:50]=[CH:51][CH:52]=7)[CH2:57][CH2:58]6)=[O:35])=[CH:37][CH:38]=5)[C:17]=4[N:18]=[C:19]([N:21]4[CH2:22][CH2:23][O:24][CH2:25][CH2:26]4)[N:20]=3)=[CH:11][N:10]=2)=[CH:45][CH:44]=1, predict the reactants needed to synthesize it. The reactants are: [CH3:1][O:2][C:3]1[CH:49]=[CH:48][C:6]([CH2:7][N:8]([CH2:39][C:40]2[CH:45]=[CH:44][C:43]([O:46][CH3:47])=[CH:42][CH:41]=2)[C:9]2[N:14]=[CH:13][C:12]([C:15]3[C:16]4[CH2:29][CH2:28][N:27]([C:30]5[CH:38]=[CH:37][C:33]([C:34](O)=[O:35])=[CH:32][CH:31]=5)[C:17]=4[N:18]=[C:19]([N:21]4[CH2:26][CH2:25][O:24][CH2:23][CH2:22]4)[N:20]=3)=[CH:11][N:10]=2)=[CH:5][CH:4]=1.[N:50]1[CH:55]=[CH:54][C:53]([N:56]2[CH2:61][CH2:60][NH:59][CH2:58][CH2:57]2)=[CH:52][CH:51]=1. (5) Given the product [C:1]([C:3]1[CH:10]=[CH:9][CH:8]=[CH:7][C:4]=1[CH2:5][N:15]1[C:11](=[O:21])[C:12]2[C:13](=[CH:17][CH:18]=[CH:19][CH:20]=2)[C:14]1=[O:16])#[CH:2], predict the reactants needed to synthesize it. The reactants are: [C:1]([C:3]1[CH:10]=[CH:9][CH:8]=[CH:7][C:4]=1[CH2:5]O)#[CH:2].[C:11]1(=[O:21])[NH:15][C:14](=[O:16])[C:13]2=[CH:17][CH:18]=[CH:19][CH:20]=[C:12]12.C1(P(C2C=CC=CC=2)C2C=CC=CC=2)C=CC=CC=1.N(C(OC(C)C)=O)=NC(OC(C)C)=O. (6) Given the product [NH:30]=[C:29]1[C:24]2([CH2:28][CH2:27][CH2:26][CH2:25]2)[NH:23][C:9](=[S:10])[N:8]1[C:11]1[CH:18]=[CH:17][C:14]([C:15]#[N:16])=[C:13]([C:19]([F:20])([F:22])[F:21])[CH:12]=1, predict the reactants needed to synthesize it. The reactants are: C(N(CC)CC)C.[N:8]([C:11]1[CH:18]=[CH:17][C:14]([C:15]#[N:16])=[C:13]([C:19]([F:22])([F:21])[F:20])[CH:12]=1)=[C:9]=[S:10].[NH2:23][C:24]1([C:29]#[N:30])[CH2:28][CH2:27][CH2:26][CH2:25]1.ClCCl.CC(C)=O. (7) Given the product [Br:14][C:15]1[CH:23]=[C:22]([N+:24]([O-:26])=[O:25])[C:21]([O:27][CH3:28])=[C:20]2[C:16]=1[CH2:17][CH2:18][C:19]2=[CH:5][C:3]#[N:4], predict the reactants needed to synthesize it. The reactants are: [H-].[Na+].[C:3]([CH2:5]P(=O)(OCC)OCC)#[N:4].[Br:14][C:15]1[CH:23]=[C:22]([N+:24]([O-:26])=[O:25])[C:21]([O:27][CH3:28])=[C:20]2[C:16]=1[CH2:17][CH2:18][C:19]2=O.[Cl-].[NH4+].